The task is: Predict the product of the given reaction.. This data is from Forward reaction prediction with 1.9M reactions from USPTO patents (1976-2016). (1) Given the reactants [Cl:1][C:2]1[C:3]([O:11][CH3:12])=[C:4]([NH2:10])[CH:5]=[CH:6][C:7]=1[O:8][CH3:9].[Br:13]N1C(=O)CCC1=O, predict the reaction product. The product is: [Br:13][C:5]1[C:4]([NH2:10])=[C:3]([O:11][CH3:12])[C:2]([Cl:1])=[C:7]([O:8][CH3:9])[CH:6]=1. (2) Given the reactants [CH3:1][S:2]([N:5]1[CH2:10][CH:9]=[C:8]([C:11]2[CH:12]=[C:13]3[CH2:19][C@@:18]([CH3:26])([CH:20]4[CH2:25][CH2:24][NH:23][CH2:22][CH2:21]4)[O:17][C:14]3=[CH:15][N:16]=2)[CH2:7][CH2:6]1)(=[O:4])=[O:3].Cl[C:28]1[S:29][C:30]([C:33]([F:36])([F:35])[F:34])=[N:31][N:32]=1.C(=O)([O-])[O-].[K+].[K+], predict the reaction product. The product is: [CH3:1][S:2]([N:5]1[CH2:6][CH:7]=[C:8]([C:11]2[CH:12]=[C:13]3[CH2:19][C:18]([CH3:26])([CH:20]4[CH2:25][CH2:24][N:23]([C:28]5[S:29][C:30]([C:33]([F:36])([F:35])[F:34])=[N:31][N:32]=5)[CH2:22][CH2:21]4)[O:17][C:14]3=[CH:15][N:16]=2)[CH2:9][CH2:10]1)(=[O:3])=[O:4]. (3) The product is: [Br:1][C:2]1[CH:7]=[CH:6][C:5]([O:8][CH2:21][C:17]2[CH:16]=[CH:15][C:14]([CH2:13][CH3:11])=[CH:19][CH:18]=2)=[C:4]([O:9][CH3:10])[CH:3]=1. Given the reactants [Br:1][C:2]1[CH:7]=[CH:6][C:5]([OH:8])=[C:4]([O:9][CH3:10])[CH:3]=1.[CH2:11]([CH:13](Cl)[C:14]1[CH:19]=[CH:18][CH:17]=[CH:16][CH:15]=1)C.[C:21]([O-])([O-])=O.[K+].[K+].O, predict the reaction product.